Dataset: Reaction yield outcomes from USPTO patents with 853,638 reactions. Task: Predict the reaction yield, written as a fraction of the theoretical maximum amount of product (1.0 means a 100% yield; for example, 0.34 means a 34% yield). The reactants are [CH3:1][O:2][C:3]1[CH:8]=[C:7]([C:9]([F:12])([F:11])[F:10])[O:6]C(=O)[CH:4]=1.[CH3:14][O-:15].[Mg+2].[CH3:17][O-:18]. No catalyst specified. The product is [F:10][C:9]([F:11])([F:12])[C:7](=[O:6])[CH2:8][C:3]([O:2][CH3:1])=[CH:4][C:14]([O:18][CH3:17])=[O:15]. The yield is 0.480.